Predict the reaction yield, written as a fraction of the theoretical maximum amount of product (1.0 means a 100% yield; for example, 0.34 means a 34% yield). From a dataset of Reaction yield outcomes from USPTO patents with 853,638 reactions. The catalyst is O.[PtH]1([P](O[H]O[P]1(C)C)(C)C)[P](O)(C)C. The reactants are [C:1]([C:3]([CH3:32])([CH3:31])[CH:4]([NH:8][C:9]([C:11]1[C:19]2[C:14](=[N:15][CH:16]=[C:17]([CH:20]3[CH2:22][CH2:21]3)[N:18]=2)[N:13]([CH2:23][O:24][CH2:25][CH2:26][Si:27]([CH3:30])([CH3:29])[CH3:28])[CH:12]=1)=[O:10])[CH:5]1[CH2:7][CH2:6]1)#[N:2].CC[OH:35]. The product is [C:1]([C:3]([CH3:32])([CH3:31])[CH:4]([NH:8][C:9]([C:11]1[C:19]2[C:14](=[N:15][CH:16]=[C:17]([CH:20]3[CH2:22][CH2:21]3)[N:18]=2)[N:13]([CH2:23][O:24][CH2:25][CH2:26][Si:27]([CH3:29])([CH3:28])[CH3:30])[CH:12]=1)=[O:10])[CH:5]1[CH2:6][CH2:7]1)(=[O:35])[NH2:2]. The yield is 0.640.